From a dataset of Catalyst prediction with 721,799 reactions and 888 catalyst types from USPTO. Predict which catalyst facilitates the given reaction. (1) Reactant: [F:1][C:2]1[CH:3]=[C:4]([C:9]2([O:14][CH3:15])[CH2:13][CH2:12][NH:11][CH2:10]2)[CH:5]=[CH:6][C:7]=1[F:8].C(=O)([O-])[O-].[K+].[K+].Br[CH:23]([CH3:25])[CH3:24]. Product: [F:1][C:2]1[CH:3]=[C:4]([C:9]2([O:14][CH3:15])[CH2:13][CH2:12][N:11]([CH:23]([CH3:25])[CH3:24])[CH2:10]2)[CH:5]=[CH:6][C:7]=1[F:8]. The catalyst class is: 10. (2) The catalyst class is: 723. Product: [CH:1]1([C:6]2[CH:11]=[C:10]([OH:12])[CH:9]=[CH:8][C:7]=2[C:20]2[CH:25]=[CH:24][CH:23]=[C:22]([N:26]3[C:27]([CH3:32])=[CH:28][CH:29]=[C:30]3[CH3:31])[N:21]=2)[CH2:2][CH2:3][CH2:4][CH2:5]1. Reactant: [CH:1]1([C:6]2[CH:11]=[C:10]([O:12]CC3C=CC=CC=3)[CH:9]=[CH:8][C:7]=2[C:20]2[CH:25]=[CH:24][CH:23]=[C:22]([N:26]3[C:30]([CH3:31])=[CH:29][CH:28]=[C:27]3[CH3:32])[N:21]=2)[CH2:5][CH2:4][CH2:3][CH2:2]1.C([O-])=O.[NH4+]. (3) Reactant: [Cl:1][C:2]1[C:9]([O:10][CH3:11])=[CH:8][CH:7]=[CH:6][C:3]=1[CH:4]=O.C[CH:13]([S:16]([CH:18](SC)C)=[O:17])[S:14][CH3:15]. Product: [Cl:1][C:2]1[C:3]([CH:4]=[C:13]([S:14][CH3:15])[S:16]([CH3:18])=[O:17])=[CH:6][CH:7]=[CH:8][C:9]=1[O:10][CH3:11]. The catalyst class is: 1.